From a dataset of Reaction yield outcomes from USPTO patents with 853,638 reactions. Predict the reaction yield, written as a fraction of the theoretical maximum amount of product (1.0 means a 100% yield; for example, 0.34 means a 34% yield). (1) The reactants are C([O:8][C:9]1[C:10]([F:22])=[C:11]([CH2:18][C:19](=[O:21])[CH3:20])[C:12]([N+:15]([O-:17])=[O:16])=[CH:13][CH:14]=1)C1C=CC=CC=1.Br. The catalyst is C(OC(=O)C)(=O)C.C(O)(=O)C. The product is [F:22][C:10]1[C:9]([OH:8])=[CH:14][CH:13]=[C:12]([N+:15]([O-:17])=[O:16])[C:11]=1[CH2:18][C:19](=[O:21])[CH3:20]. The yield is 0.800. (2) The reactants are [C:1]([OH:11])(=O)/[CH:2]=[CH:3]\[CH2:4][CH2:5][C:6]#[C:7][C:8]#[CH:9].CCN(CC)CC.Cl.C(N=C=NCCCN(C)C)C.O.N1(O)C2C=CC=CC=2N=N1.[CH3:42][CH:43]([CH2:46][CH3:47])[CH2:44][NH2:45]. The catalyst is CN(C)C=O.O. The product is [CH3:42][CH:43]([CH2:46][CH3:47])[CH2:44][NH:45][C:1](=[O:11])/[CH:2]=[CH:3]\[CH2:4][CH2:5][C:6]#[C:7][C:8]#[CH:9]. The yield is 0.477.